Dataset: Forward reaction prediction with 1.9M reactions from USPTO patents (1976-2016). Task: Predict the product of the given reaction. Given the reactants [NH2:1][C:2]1[CH:7]=[CH:6][C:5]([C:8]2[CH:13]=[CH:12][N:11]=[C:10]([NH:14][C:15]3[CH:20]=[CH:19][C:18]([N:21]4[CH2:26][CH2:25][O:24][CH2:23][CH2:22]4)=[CH:17][CH:16]=3)[N:9]=2)=[CH:4][CH:3]=1.[Cl:27][CH2:28][C:29](Cl)=[O:30], predict the reaction product. The product is: [Cl:27][CH2:28][C:29]([NH:1][C:2]1[CH:7]=[CH:6][C:5]([C:8]2[CH:13]=[CH:12][N:11]=[C:10]([NH:14][C:15]3[CH:16]=[CH:17][C:18]([N:21]4[CH2:22][CH2:23][O:24][CH2:25][CH2:26]4)=[CH:19][CH:20]=3)[N:9]=2)=[CH:4][CH:3]=1)=[O:30].